Dataset: Blood-brain barrier permeability classification from the B3DB database. Task: Regression/Classification. Given a drug SMILES string, predict its absorption, distribution, metabolism, or excretion properties. Task type varies by dataset: regression for continuous measurements (e.g., permeability, clearance, half-life) or binary classification for categorical outcomes (e.g., BBB penetration, CYP inhibition). Dataset: b3db_classification. The drug is CCn1cc(C(=O)O)c(=O)c2cc(F)c(N3CCN[C@H](C)C3)c(F)c21. The result is 0 (does not penetrate BBB).